Regression/Classification. Given a drug SMILES string, predict its absorption, distribution, metabolism, or excretion properties. Task type varies by dataset: regression for continuous measurements (e.g., permeability, clearance, half-life) or binary classification for categorical outcomes (e.g., BBB penetration, CYP inhibition). Dataset: hlm. From a dataset of Human liver microsome stability data. (1) The drug is CC(C)CCn1nc(C2=CCCC2)c(O)c(C2=NS(=O)(=O)c3cc(NS(C)(=O)=O)ccc3N2)c1=O. The result is 0 (unstable in human liver microsomes). (2) The drug is Cc1c(-c2ccc(-c3ccccc3F)cc2)nc2ccc(F)cc2c1C(=O)O. The result is 0 (unstable in human liver microsomes). (3) The molecule is C#Cc1ccc(Nc2c(C(=O)NOCCO)c3c(n2C)C(=O)CCC3)c(F)c1. The result is 0 (unstable in human liver microsomes).